From a dataset of Full USPTO retrosynthesis dataset with 1.9M reactions from patents (1976-2016). Predict the reactants needed to synthesize the given product. (1) Given the product [N:1]1[CH:6]=[CH:5][N:4]=[CH:3][C:2]=1[C:7]1[CH:8]=[CH:9][C:10]([C:11]([OH:13])=[O:12])=[CH:15][CH:16]=1, predict the reactants needed to synthesize it. The reactants are: [N:1]1[CH:6]=[CH:5][N:4]=[CH:3][C:2]=1[C:7]1[CH:16]=[CH:15][C:10]([C:11]([O:13]C)=[O:12])=[CH:9][CH:8]=1.[OH-].[Na+].Cl. (2) Given the product [C:24]([C:18]1([CH2:17][O:16][C:3]2[C:2]([CH:26]3[CH2:28][CH2:27]3)=[CH:14][C:6]([C:7]([O:9][C:10]([CH3:13])([CH3:12])[CH3:11])=[O:8])=[C:5]([F:15])[CH:4]=2)[CH2:23][CH2:22][CH2:21][CH2:20][CH2:19]1)#[N:25], predict the reactants needed to synthesize it. The reactants are: Cl[C:2]1[C:3]([O:16][CH2:17][C:18]2([C:24]#[N:25])[CH2:23][CH2:22][CH2:21][CH2:20][CH2:19]2)=[CH:4][C:5]([F:15])=[C:6]([CH:14]=1)[C:7]([O:9][C:10]([CH3:13])([CH3:12])[CH3:11])=[O:8].[CH:26]1(B(O)O)[CH2:28][CH2:27]1.P([O-])([O-])([O-])=O.[K+].[K+].[K+].F[B-](F)(F)F.C1(P(C2CCCCC2)C2CCCCC2)CCCCC1. (3) Given the product [I:1][C:2]1[C:6]2[N:7]=[CH:8][N:9]=[C:10]([NH2:11])[C:5]=2[N:4]([C:13]2[CH:18]=[CH:17][C:16]([N+:19]([O-:21])=[O:20])=[C:15]([O:22][CH3:23])[CH:14]=2)[N:3]=1, predict the reactants needed to synthesize it. The reactants are: [I:1][C:2]1[C:6]2[N:7]=[CH:8][N:9]=[C:10]([NH2:11])[C:5]=2[NH:4][N:3]=1.F[C:13]1[CH:18]=[CH:17][C:16]([N+:19]([O-:21])=[O:20])=[C:15]([O:22][CH3:23])[CH:14]=1.[H-].[Na+]. (4) Given the product [NH2:14][C:10]1[N:9]=[C:8]([CH2:7][N:6]2[C:2]([CH3:35])([CH3:1])[C:3](=[O:34])[N:4]([C:21]3[CH:22]=[CH:23][C:24]([S:27]([C:30]([F:31])([F:32])[F:33])(=[O:28])=[O:29])=[CH:25][CH:26]=3)[C:5]2=[O:20])[CH:13]=[CH:12][N:11]=1, predict the reactants needed to synthesize it. The reactants are: [CH3:1][C:2]1([CH3:35])[N:6]([CH2:7][C:8]2[CH:13]=[CH:12][N:11]=[C:10]([NH:14]C(=O)N(C)C)[N:9]=2)[C:5](=[O:20])[N:4]([C:21]2[CH:26]=[CH:25][C:24]([S:27]([C:30]([F:33])([F:32])[F:31])(=[O:29])=[O:28])=[CH:23][CH:22]=2)[C:3]1=[O:34].N. (5) The reactants are: C[O:2][C:3]1[CH:4]=[C:5]([CH2:11][CH2:12][C:13]([C:15]2[CH:20]=[CH:19][CH:18]=[C:17]([OH:21])[CH:16]=2)=[O:14])[CH:6]=[CH:7][C:8]=1[O:9][CH3:10].OC1C=C(C=CC=1)C(=O)C=CC1C=CC2OCOC=2C=1. Given the product [OH:21][C:17]1[CH:16]=[C:15]([C:13](=[O:14])[CH2:12][CH2:11][C:5]2[CH:6]=[CH:7][C:8]3[O:9][CH2:10][O:2][C:3]=3[CH:4]=2)[CH:20]=[CH:19][CH:18]=1, predict the reactants needed to synthesize it. (6) Given the product [N:7]1[C:15]2[C:10](=[N:11][CH:12]=[CH:13][CH:14]=2)[S:9][C:8]=1[NH:16][C:17]1[C:22]([S:23][C:24]2[CH:32]=[CH:33][C:34]([C:35]#[N:36])=[CH:26][CH:25]=2)=[CH:21][CH:20]=[CH:19][N:18]=1, predict the reactants needed to synthesize it. The reactants are: CC([O-])(C)C.[K+].[N:7]1[C:15]2[C:10](=[N:11][CH:12]=[CH:13][CH:14]=2)[S:9][C:8]=1[NH:16][C:17]1[C:22]([S:23][CH2:24][CH2:25][C:26](OC)=O)=[CH:21][CH:20]=[CH:19][N:18]=1.FC1C=C[C:34]([C:35]#[N:36])=[CH:33][CH:32]=1.C(OCC)(=O)C. (7) Given the product [F:14][B-:15]([F:18])([F:17])[F:16].[Cl:1][C:2]1[CH:8]=[C:7]([C:9]([F:12])([F:11])[F:10])[CH:6]=[C:5]([Cl:13])[C:3]=1[N+:4]#[N:20], predict the reactants needed to synthesize it. The reactants are: [Cl:1][C:2]1[CH:8]=[C:7]([C:9]([F:12])([F:11])[F:10])[CH:6]=[C:5]([Cl:13])[C:3]=1[NH2:4].[F:14][B-:15]([F:18])([F:17])[F:16].[H+].[N:20](OCCC(C)C)=O.